From a dataset of Reaction yield outcomes from USPTO patents with 853,638 reactions. Predict the reaction yield, written as a fraction of the theoretical maximum amount of product (1.0 means a 100% yield; for example, 0.34 means a 34% yield). (1) The reactants are [CH3:1][C:2]([C@@H:4]1[C@@:8]2([CH3:23])[CH2:9][CH2:10][C@@H:11]3[C@@:16]4([CH3:22])[CH2:17][CH2:18][C@H:19](O)[CH2:20][C@@H:15]4[CH2:14][CH2:13][C@H:12]3[C@@H:7]2[CH2:6][CH2:5]1)=[O:3].C(N(S(F)(F)F)CC)C. The catalyst is ClCCl. The product is [CH3:1][C:2](=[O:3])[C@@H:4]1[C@:8]2([CH3:23])[C@H:7]([C@H:12]3[C@H:11]([CH2:10][CH2:9]2)[C@:16]2([CH3:22])[C@H:15]([CH2:20][CH:19]=[CH:18][CH2:17]2)[CH2:14][CH2:13]3)[CH2:6][CH2:5]1. The yield is 0.250. (2) The reactants are [Cl:1][C:2]1[C:3]([CH:14]=[O:15])=[CH:4][NH:5][C:6]=1[C:7]1[C:8]([F:13])=[N:9][CH:10]=[CH:11][CH:12]=1.[H-].[Na+].C1OCCOCCOCCOCCOC1.[CH3:33][S:34]([C:37]1[CH:38]=[C:39]([S:43](Cl)(=[O:45])=[O:44])[CH:40]=[CH:41][CH:42]=1)(=[O:36])=[O:35]. The catalyst is O1CCCC1.C(=O)([O-])O.[Na+]. The product is [Cl:1][C:2]1[C:3]([CH:14]=[O:15])=[CH:4][N:5]([S:43]([C:39]2[CH:40]=[CH:41][CH:42]=[C:37]([S:34]([CH3:33])(=[O:36])=[O:35])[CH:38]=2)(=[O:45])=[O:44])[C:6]=1[C:7]1[C:8]([F:13])=[N:9][CH:10]=[CH:11][CH:12]=1. The yield is 0.570. (3) The catalyst is C1COCC1. The product is [CH2:37]([O:39][C:40](=[O:41])[C:5](=[P:6]([C:13]1[CH:14]=[CH:15][CH:16]=[CH:17][CH:18]=1)([C:7]1[CH:8]=[CH:9][CH:10]=[CH:11][CH:12]=1)[C:19]1[CH:24]=[CH:23][CH:22]=[CH:21][CH:20]=1)[CH2:4][C:3]([F:2])([F:25])[F:26])[CH3:38]. The yield is 0.890. The reactants are [I-].[F:2][C:3]([F:26])([F:25])[CH2:4][CH2:5][P+:6]([C:19]1[CH:24]=[CH:23][CH:22]=[CH:21][CH:20]=1)([C:13]1[CH:18]=[CH:17][CH:16]=[CH:15][CH:14]=1)[C:7]1[CH:12]=[CH:11][CH:10]=[CH:9][CH:8]=1.C[Si]([N-][Si](C)(C)C)(C)C.[Li+].[CH2:37]([O:39][C:40](Cl)=[O:41])[CH3:38]. (4) The reactants are [F:1][C:2]1[CH:16]=[CH:15][C:5]2[C:6]3[N:7]([CH:11]=[C:12](I)[N:13]=3)[CH2:8][CH2:9][O:10][C:4]=2[CH:3]=1.C1(P(C2C=CC=CC=2)C2[C:37]3[O:36]C4C(=CC=CC=4P(C4C=CC=CC=4)C4C=CC=CC=4)C(C)(C)C=3C=CC=2)C=CC=CC=1.C[OH:60].C(N(CC)CC)C.Cl. The catalyst is C([O-])(=O)C.[Pd+2].C([O-])(=O)C. The product is [F:1][C:2]1[CH:16]=[CH:15][C:5]2[C:6]3[N:7]([CH:11]=[C:12]([C:37]([OH:36])=[O:60])[N:13]=3)[CH2:8][CH2:9][O:10][C:4]=2[CH:3]=1. The yield is 0.646. (5) The reactants are B(Br)(Br)Br.[I:5][C:6]1[CH:11]=[CH:10][C:9]([C:12]2[S:13][C:14]3[CH:20]=[C:19]([O:21]C)[CH:18]=[CH:17][C:15]=3[N:16]=2)=[CH:8][CH:7]=1.C([O-])(O)=O.[Na+]. The catalyst is C(Cl)Cl. The product is [I:5][C:6]1[CH:7]=[CH:8][C:9]([C:12]2[S:13][C:14]3[CH:20]=[C:19]([OH:21])[CH:18]=[CH:17][C:15]=3[N:16]=2)=[CH:10][CH:11]=1. The yield is 0.558. (6) The reactants are Br[C:2]1[CH:3]=[C:4]2[C:9](=[CH:10][CH:11]=1)[N:8]=[C:7]([C:12]([O:14][CH2:15][CH3:16])=[O:13])[N:6]=[C:5]2[CH3:17].[Cl:18][C:19]1[CH:24]=[CH:23][CH:22]=[C:21]([Cl:25])[C:20]=1[C:26]1[C:30]([CH2:31][O:32][C:33]2[CH:38]=[CH:37][C:36](B3OC(C)(C)C(C)(C)O3)=[CH:35][CH:34]=2)=[C:29]([CH:48]([CH3:50])[CH3:49])[O:28][N:27]=1.C1(P(C2C=CC=CC=2)C2C=CC=CC=2)C=CC=CC=1.P([O-])([O-])([O-])=O.[K+].[K+].[K+]. The catalyst is C([O-])(=O)C.[Pd+2].C([O-])(=O)C.C(OCC)(=O)C.O.O1CCOCC1. The product is [Cl:25][C:21]1[CH:22]=[CH:23][CH:24]=[C:19]([Cl:18])[C:20]=1[C:26]1[C:30]([CH2:31][O:32][C:33]2[CH:34]=[CH:35][C:36]([C:2]3[CH:3]=[C:4]4[C:9](=[CH:10][CH:11]=3)[N:8]=[C:7]([C:12]([O:14][CH2:15][CH3:16])=[O:13])[N:6]=[C:5]4[CH3:17])=[CH:37][CH:38]=2)=[C:29]([CH:48]([CH3:50])[CH3:49])[O:28][N:27]=1. The yield is 0.910.